This data is from Full USPTO retrosynthesis dataset with 1.9M reactions from patents (1976-2016). The task is: Predict the reactants needed to synthesize the given product. Given the product [C:1]([C:4]1[C:9]([C:10]2[CH:15]=[CH:14][CH:13]=[CH:12][CH:11]=2)=[N:8][N:7]([CH2:16][CH3:17])[C:6](=[O:18])[C:5]=1[NH:19][C:23]1[CH:31]=[CH:30][CH:29]=[C:28]2[C:24]=1[CH:25]=[CH:26][NH:27]2)(=[O:3])[CH3:2], predict the reactants needed to synthesize it. The reactants are: [C:1]([C:4]1[C:9]([C:10]2[CH:15]=[CH:14][CH:13]=[CH:12][CH:11]=2)=[N:8][N:7]([CH2:16][CH3:17])[C:6](=[O:18])[C:5]=1[N+:19]([O-])=O)(=[O:3])[CH3:2].N[C:23]1[CH:31]=[CH:30][CH:29]=[C:28]2[C:24]=1[CH:25]=[CH:26][NH:27]2.